This data is from Forward reaction prediction with 1.9M reactions from USPTO patents (1976-2016). The task is: Predict the product of the given reaction. (1) Given the reactants Br[C:2]1[N:7]=[C:6]([CH:8]=[O:9])[CH:5]=[CH:4][CH:3]=1.[CH3:10][O:11][C:12]1[N:17]=[C:16](B2OC(C)(C)C(C)(C)O2)[CH:15]=[CH:14][CH:13]=1, predict the reaction product. The product is: [CH3:10][O:11][C:12]1[N:17]=[C:16]([C:2]2[CH:3]=[CH:4][CH:5]=[C:6]([CH:8]=[O:9])[N:7]=2)[CH:15]=[CH:14][CH:13]=1. (2) Given the reactants [N:1]1[NH:2][N:3]=[N:4][C:5]=1[C:6]1[CH:7]=[C:8]([C:12]2[C:21]3[C:16](=[C:17]([C:22]4[CH:27]=[CH:26][CH:25]=[CH:24][CH:23]=4)[CH:18]=[CH:19][CH:20]=3)[C:15]([NH:28][CH2:29][C:30]3[CH:35]=[CH:34][CH:33]=[CH:32][CH:31]=3)=[N:14][C:13]=2SC)[CH:9]=[N:10][CH:11]=1.[OH-].[NH4+], predict the reaction product. The product is: [N:4]1[NH:3][N:2]=[N:1][C:5]=1[C:6]1[CH:7]=[C:8]([C:12]2[C:21]3[C:16](=[C:17]([C:22]4[CH:27]=[CH:26][CH:25]=[CH:24][CH:23]=4)[CH:18]=[CH:19][CH:20]=3)[C:15]([NH:28][CH2:29][C:30]3[CH:35]=[CH:34][CH:33]=[CH:32][CH:31]=3)=[N:14][CH:13]=2)[CH:9]=[N:10][CH:11]=1. (3) The product is: [NH2:23][C:24]1[C:32]([Br:33])=[CH:31][C:27]([C:28]([NH:8][CH2:9][CH:10]2[CH2:15][CH2:14][N:13]([C:16]([O:18][C:19]([CH3:22])([CH3:21])[CH3:20])=[O:17])[CH2:12][CH2:11]2)=[O:29])=[C:26]([O:34][CH3:35])[CH:25]=1. Given the reactants CCN(CC)CC.[NH2:8][CH2:9][CH:10]1[CH2:15][CH2:14][N:13]([C:16]([O:18][C:19]([CH3:22])([CH3:21])[CH3:20])=[O:17])[CH2:12][CH2:11]1.[NH2:23][C:24]1[C:32]([Br:33])=[CH:31][C:27]([C:28](O)=[O:29])=[C:26]([O:34][CH3:35])[CH:25]=1.C1C=CC2N(O)N=NC=2C=1.CCN=C=NCCCN(C)C.Cl.Cl, predict the reaction product. (4) Given the reactants C[O:2][C:3](=O)[C@@H:4]([NH:14][C:15]([O:17][C:18]([CH3:21])([CH3:20])[CH3:19])=[O:16])[CH2:5][C:6]1[CH:11]=[CH:10][C:9]([OH:12])=[C:8]([Cl:13])[CH:7]=1.[BH4-].[Li+], predict the reaction product. The product is: [C:18]([O:17][C:15](=[O:16])[NH:14][C@@H:4]([CH2:5][C:6]1[CH:11]=[CH:10][C:9]([OH:12])=[C:8]([Cl:13])[CH:7]=1)[CH2:3][OH:2])([CH3:21])([CH3:19])[CH3:20]. (5) Given the reactants Br[CH:2]([CH2:6][CH2:7][CH2:8][CH3:9])[C:3]([OH:5])=[O:4].[F:10][C:11]1[CH:16]=[C:15]([F:17])[CH:14]=[CH:13][C:12]=1[OH:18].[NH2:19][C:20]1[S:21][CH:22]=[CH:23][N:24]=1, predict the reaction product. The product is: [F:10][C:11]1[CH:16]=[C:15]([F:17])[CH:14]=[CH:13][C:12]=1[O:18][CH:2]([CH2:6][CH2:7][CH2:8][CH3:9])[C:3]([OH:5])=[O:4].[F:10][C:11]1[CH:16]=[C:15]([F:17])[CH:14]=[CH:13][C:12]=1[O:18][CH:2]([CH2:6][CH2:7][CH2:8][CH3:9])[C:3]([NH:19][C:20]1[S:21][CH:22]=[CH:23][N:24]=1)=[O:4].